This data is from Reaction yield outcomes from USPTO patents with 853,638 reactions. The task is: Predict the reaction yield, written as a fraction of the theoretical maximum amount of product (1.0 means a 100% yield; for example, 0.34 means a 34% yield). The reactants are [NH2:1][C:2]1[CH:7]=[CH:6][CH:5]=[CH:4][C:3]=1[S:8]([CH:11]([CH3:13])[CH3:12])(=[O:10])=[O:9].[H-].[Na+].[Cl:16][C:17]1[N:22]=[C:21](Cl)[C:20]([C:24]([F:27])([F:26])[F:25])=[CH:19][N:18]=1. The catalyst is CN(C)C=O. The product is [Cl:16][C:17]1[N:18]=[C:19]([NH:1][C:2]2[CH:7]=[CH:6][CH:5]=[CH:4][C:3]=2[S:8]([CH:11]([CH3:13])[CH3:12])(=[O:10])=[O:9])[C:20]([C:24]([F:27])([F:25])[F:26])=[CH:21][N:22]=1. The yield is 0.0200.